Dataset: Forward reaction prediction with 1.9M reactions from USPTO patents (1976-2016). Task: Predict the product of the given reaction. (1) Given the reactants [F:1][C:2]1[C:3](O)=[N:4][C:5](O)=[N:6][CH:7]=1.N(CC)(CC)CC.[ClH:17].P(Cl)(Cl)(Cl)(Cl)[Cl:19].P(Cl)(Cl)(Cl)(Cl)Cl.O=P(Cl)(Cl)Cl, predict the reaction product. The product is: [Cl:17][C:5]1[N:4]=[C:3]([Cl:19])[C:2]([F:1])=[CH:7][N:6]=1. (2) The product is: [C:1]([C:3]1[C:4]([N:15]2[CH2:16][CH2:17][CH:18]([C:21]([NH:69][S:66]([CH2:65][C:62]3[CH:63]=[CH:64][C:59]([CH2:57][CH3:58])=[CH:60][CH:61]=3)(=[O:67])=[O:68])=[O:22])[CH2:19][CH2:20]2)=[N:5][C:6]([CH3:14])=[C:7]([CH:8]=1)[C:9]([O:11][CH2:12][CH3:13])=[O:10])#[N:2]. Given the reactants [C:1]([C:3]1[C:4]([N:15]2[CH2:20][CH2:19][CH:18]([C:21](O)=[O:22])[CH2:17][CH2:16]2)=[N:5][C:6]([CH3:14])=[C:7]([C:9]([O:11][CH2:12][CH3:13])=[O:10])[CH:8]=1)#[N:2].CN(C(ON1N=NC2C=CC=NC1=2)=[N+](C)C)C.F[P-](F)(F)(F)(F)F.CCN(C(C)C)C(C)C.[CH2:57]([C:59]1[CH:64]=[CH:63][C:62]([CH2:65][S:66]([NH2:69])(=[O:68])=[O:67])=[CH:61][CH:60]=1)[CH3:58].S(Cl)(Cl)(=O)=O, predict the reaction product. (3) Given the reactants [H-].[H-].[H-].[H-].[Li+].[Al+3].[Al+3].[Cl-].[Cl-].[Cl-].[Br:11][C:12]1[CH:17]=[CH:16][CH:15]=[CH:14][C:13]=1[CH:18]([C:20]1[CH:25]=[CH:24][CH:23]=[C:22]([O:26][CH3:27])[CH:21]=1)O.CCOC(C)=O, predict the reaction product. The product is: [Br:11][C:12]1[CH:17]=[CH:16][CH:15]=[CH:14][C:13]=1[CH2:18][C:20]1[CH:21]=[C:22]([O:26][CH3:27])[CH:23]=[CH:24][CH:25]=1. (4) The product is: [CH2:16]([NH:18][C:13]([C:9]1[CH:10]=[C:11]([CH3:12])[C:6]2[N:7]([C:3]([NH2:2])=[N:4][N:5]=2)[N:8]=1)=[O:15])[CH3:17]. Given the reactants Cl.[NH2:2][C:3]1[N:7]2[N:8]=[C:9]([C:13]([OH:15])=O)[CH:10]=[C:11]([CH3:12])[C:6]2=[N:5][N:4]=1.[CH2:16]([NH:18]CC)[CH3:17], predict the reaction product. (5) Given the reactants [N:1]1[CH:6]=[CH:5][CH:4]=[CH:3][C:2]=1[C:7]1[CH:12]=[CH:11][C:10]([CH2:13][N:14]([NH:39]C(OC(C)(C)C)=O)[CH2:15][C@H:16]([OH:38])[C@@H:17]([NH:25][C:26](=[O:37])[C@H:27]([C:33]([CH3:36])([CH3:35])[CH3:34])[NH:28][C:29]([O:31][CH3:32])=[O:30])[CH2:18][C:19]2[CH:24]=[CH:23][CH:22]=[CH:21][CH:20]=2)=[CH:9][CH:8]=1.ClCCl.Cl, predict the reaction product. The product is: [N:1]1[CH:6]=[CH:5][CH:4]=[CH:3][C:2]=1[C:7]1[CH:8]=[CH:9][C:10]([CH2:13][N:14]([NH2:39])[CH2:15][C@H:16]([OH:38])[C@@H:17]([NH:25][C:26](=[O:37])[C@H:27]([C:33]([CH3:35])([CH3:36])[CH3:34])[NH:28][C:29]([O:31][CH3:32])=[O:30])[CH2:18][C:19]2[CH:24]=[CH:23][CH:22]=[CH:21][CH:20]=2)=[CH:11][CH:12]=1. (6) The product is: [C:14]([O-:33])(=[O:32])[CH2:15][CH2:16][CH2:17][CH2:18][CH2:19][CH2:20][CH2:21]/[CH:22]=[CH:23]\[CH2:24][CH2:25][CH2:26][CH2:27][CH2:28][CH2:29][CH2:30][CH3:31].[In+3:5].[C:14]([O-:33])(=[O:32])[CH2:15][CH2:16][CH2:17][CH2:18][CH2:19][CH2:20][CH2:21]/[CH:22]=[CH:23]\[CH2:24][CH2:25][CH2:26][CH2:27][CH2:28][CH2:29][CH2:30][CH3:31].[C:14]([O-:33])(=[O:32])[CH2:15][CH2:16][CH2:17][CH2:18][CH2:19][CH2:20][CH2:21]/[CH:22]=[CH:23]\[CH2:24][CH2:25][CH2:26][CH2:27][CH2:28][CH2:29][CH2:30][CH3:31]. Given the reactants C([O-])(=O)C.[In+3:5].C([O-])(=O)C.C([O-])(=O)C.[C:14]([OH:33])(=[O:32])[CH2:15][CH2:16][CH2:17][CH2:18][CH2:19][CH2:20][CH2:21]/[CH:22]=[CH:23]\[CH2:24][CH2:25][CH2:26][CH2:27][CH2:28][CH2:29][CH2:30][CH3:31], predict the reaction product. (7) Given the reactants [NH:1]1[C:9]2[C:4](=[CH:5][C:6]([C:10]3[S:11][C:12]4[C:17]([N:18]=3)=[CH:16][CH:15]=[C:14]([C:19]3([C:22]5[CH:27]=[CH:26][CH:25]=[CH:24][CH:23]=5)[CH2:21][CH2:20]3)[N:13]=4)=[CH:7][CH:8]=2)[CH:3]=[CH:2]1.C(=O)([O-])[O-].[Cs+].[Cs+].Br[CH2:35][CH2:36][CH2:37][C:38]([O:40][CH3:41])=[O:39], predict the reaction product. The product is: [C:22]1([C:19]2([C:14]3[N:13]=[C:12]4[S:11][C:10]([C:6]5[CH:5]=[C:4]6[C:9](=[CH:8][CH:7]=5)[N:1]([CH2:35][CH2:36][CH2:37][C:38]([O:40][CH3:41])=[O:39])[CH:2]=[CH:3]6)=[N:18][C:17]4=[CH:16][CH:15]=3)[CH2:20][CH2:21]2)[CH:23]=[CH:24][CH:25]=[CH:26][CH:27]=1.